From a dataset of Full USPTO retrosynthesis dataset with 1.9M reactions from patents (1976-2016). Predict the reactants needed to synthesize the given product. (1) Given the product [CH2:1]([N:8]1[CH2:17][CH2:16][C:15]2[N:14]=[C:13]([C:21]#[N:22])[CH:12]=[CH:11][C:10]=2[CH2:9]1)[C:2]1[CH:7]=[CH:6][CH:5]=[CH:4][CH:3]=1, predict the reactants needed to synthesize it. The reactants are: [CH2:1]([N:8]1[CH2:17][CH2:16][C:15]2[N:14]=[C:13](Cl)[CH:12]=[CH:11][C:10]=2[CH2:9]1)[C:2]1[CH:7]=[CH:6][CH:5]=[CH:4][CH:3]=1.[Cl-].[Li+].[CH3:21][N:22](C)C=O. (2) Given the product [Cl:1][C:2]1[CH:3]=[C:4]2[C:8](=[CH:9][CH:10]=1)[NH:7][C:6]([C:11]([NH:13][C@H:14]1[C@@H:19]([NH:20][C:21]([C:23]3[S:24][C:25]4[CH2:26][N:27]([CH3:32])[CH2:28][CH2:29][C:30]=4[N:31]=3)=[O:22])[CH2:18][CH2:17][C@@H:16]([C:33]([O-:35])=[O:34])[CH2:15]1)=[O:12])=[CH:5]2.[Li+:38], predict the reactants needed to synthesize it. The reactants are: [Cl:1][C:2]1[CH:3]=[C:4]2[C:8](=[CH:9][CH:10]=1)[NH:7][C:6]([C:11]([NH:13][C@H:14]1[C@@H:19]([NH:20][C:21]([C:23]3[S:24][C:25]4[CH2:26][N:27]([CH3:32])[CH2:28][CH2:29][C:30]=4[N:31]=3)=[O:22])[CH2:18][CH2:17][C@@H:16]([C:33]([O:35]C)=[O:34])[CH2:15]1)=[O:12])=[CH:5]2.[OH-].[Li+:38].O. (3) Given the product [Cl:10][C:7]1[CH:6]=[C:3]([C:4]#[N:5])[C:2]([C:13]2[CH:14]=[C:15]([N+:18]([O-:20])=[O:19])[CH:16]=[CH:17][C:12]=2[F:11])=[CH:9][CH:8]=1, predict the reactants needed to synthesize it. The reactants are: Br[C:2]1[CH:9]=[CH:8][C:7]([Cl:10])=[CH:6][C:3]=1[C:4]#[N:5].[F:11][C:12]1[CH:17]=[CH:16][C:15]([N+:18]([O-:20])=[O:19])=[CH:14][C:13]=1B1OC(C)(C)C(C)(C)O1.